Dataset: Full USPTO retrosynthesis dataset with 1.9M reactions from patents (1976-2016). Task: Predict the reactants needed to synthesize the given product. (1) The reactants are: [F:1][C:2]1[CH:16]=[CH:15][C:5]([C:6]([NH:8][CH:9]([CH:13]=[CH2:14])[C:10]([OH:12])=[O:11])=[O:7])=[C:4]([C:17]([F:20])([F:19])[F:18])[CH:3]=1.S(Cl)(Cl)=O.[CH3:25]O. Given the product [F:1][C:2]1[CH:16]=[CH:15][C:5]([C:6]([NH:8][CH:9]([CH:13]=[CH2:14])[C:10]([O:12][CH3:25])=[O:11])=[O:7])=[C:4]([C:17]([F:18])([F:19])[F:20])[CH:3]=1, predict the reactants needed to synthesize it. (2) Given the product [CH3:1][C:2]1[CH:3]=[C:4]([CH:9]=[CH:10][C:11]=1[O:12][CH:13]1[CH2:14][O:15][CH2:16]1)[C:5]([OH:7])=[O:6], predict the reactants needed to synthesize it. The reactants are: [CH3:1][C:2]1[CH:3]=[C:4]([CH:9]=[CH:10][C:11]=1[O:12][CH:13]1[CH2:16][O:15][CH2:14]1)[C:5]([O:7]C)=[O:6].[OH-].[Na+].Cl. (3) Given the product [F:20][C:21]1[CH:28]=[CH:27][C:24]([CH2:25][NH:26][C:17]([NH:16][C:12]2[CH:11]=[C:10]([CH2:9][CH2:8][NH:7][C:6](=[O:19])[O:5][C:1]([CH3:4])([CH3:2])[CH3:3])[CH:15]=[CH:14][CH:13]=2)=[O:18])=[CH:23][CH:22]=1, predict the reactants needed to synthesize it. The reactants are: [C:1]([O:5][C:6](=[O:19])[NH:7][CH2:8][CH2:9][C:10]1[CH:15]=[CH:14][CH:13]=[C:12]([N:16]=[C:17]=[O:18])[CH:11]=1)([CH3:4])([CH3:3])[CH3:2].[F:20][C:21]1[CH:28]=[CH:27][C:24]([CH2:25][NH2:26])=[CH:23][CH:22]=1.